This data is from Forward reaction prediction with 1.9M reactions from USPTO patents (1976-2016). The task is: Predict the product of the given reaction. (1) Given the reactants Br[CH2:2][C:3]1[N:7]([C:8]2[CH:13]=[CH:12][CH:11]=[CH:10][CH:9]=2)[N:6]=[C:5]([C:14]2[CH:19]=[CH:18][CH:17]=[CH:16][CH:15]=2)[N:4]=1.[C-:20]#[N:21].[K+].O, predict the reaction product. The product is: [C:8]1([N:7]2[C:3]([CH2:2][C:20]#[N:21])=[N:4][C:5]([C:14]3[CH:19]=[CH:18][CH:17]=[CH:16][CH:15]=3)=[N:6]2)[CH:13]=[CH:12][CH:11]=[CH:10][CH:9]=1. (2) The product is: [CH:1]1([N:6]2[C:15]3[C:10](=[C:11]([NH2:20])[C:12]([F:19])=[C:13]([F:18])[C:14]=3[O:16][CH3:17])[C:9](=[O:23])[C:8]([C:24]([O:26][CH2:27][CH3:28])=[O:25])=[CH:7]2)[CH2:2][CH2:3][CH2:4][CH2:5]1. Given the reactants [CH:1]1([N:6]2[C:15]3[C:10](=[C:11]([N+:20]([O-])=O)[C:12]([F:19])=[C:13]([F:18])[C:14]=3[O:16][CH3:17])[C:9](=[O:23])[C:8]([C:24]([O:26][CH2:27][CH3:28])=[O:25])=[CH:7]2)[CH2:5][CH2:4][CH2:3][CH2:2]1, predict the reaction product.